Dataset: Peptide-MHC class II binding affinity with 134,281 pairs from IEDB. Task: Regression. Given a peptide amino acid sequence and an MHC pseudo amino acid sequence, predict their binding affinity value. This is MHC class II binding data. (1) The peptide sequence is KADLENPHPLEKKITQW. The MHC is DRB1_0404 with pseudo-sequence DRB1_0404. The binding affinity (normalized) is 0. (2) The peptide sequence is EGGAHLVQDDVIPAN. The MHC is HLA-DPA10201-DPB10101 with pseudo-sequence HLA-DPA10201-DPB10101. The binding affinity (normalized) is 0.223. (3) The peptide sequence is VRKVCYNAVLTHVKIHHHHHH. The MHC is DRB1_1301 with pseudo-sequence DRB1_1301. The binding affinity (normalized) is 0. (4) The peptide sequence is MGNSKSKSNPSSSSE. The MHC is DRB3_0101 with pseudo-sequence DRB3_0101. The binding affinity (normalized) is 0.100. (5) The peptide sequence is CKRTYSDRGWGNGCG. The MHC is DRB3_0301 with pseudo-sequence DRB3_0301. The binding affinity (normalized) is 0.363.